Predict which catalyst facilitates the given reaction. From a dataset of Catalyst prediction with 721,799 reactions and 888 catalyst types from USPTO. (1) Reactant: [O:1]=[C:2]1[O:6][C@H:5]([C:7]([NH:9][CH2:10][C:11]([O:13]C(C)(C)C)=[O:12])=[O:8])[CH2:4][CH2:3]1.C(O)(C(F)(F)F)=O.CC(C)=O. Product: [O:1]=[C:2]1[O:6][C@H:5]([C:7]([NH:9][CH2:10][C:11]([OH:13])=[O:12])=[O:8])[CH2:4][CH2:3]1. The catalyst class is: 366. (2) Reactant: [Br:1][C:2]1[CH:3]=[C:4]([CH2:8][C:9]#[N:10])[CH:5]=[CH:6][CH:7]=1.[H-].[Na+].[CH3:13]I. Product: [Br:1][C:2]1[CH:3]=[C:4]([CH:8]([CH3:13])[C:9]#[N:10])[CH:5]=[CH:6][CH:7]=1. The catalyst class is: 54. (3) Reactant: [CH3:1][CH:2]1[CH2:7][N:6](C(OCC2C=CC=CC=2)=O)[CH2:5][CH:4]([CH3:18])[N:3]1[C:19]([O:21][C:22]([CH3:25])([CH3:24])[CH3:23])=[O:20]. Product: [C:22]([O:21][C:19]([N:3]1[CH:4]([CH3:18])[CH2:5][NH:6][CH2:7][CH:2]1[CH3:1])=[O:20])([CH3:25])([CH3:23])[CH3:24]. The catalyst class is: 19. (4) Reactant: [CH2:1]([N:8]1[C:16]2[C:11](=[CH:12][C:13]([NH:17][C:18]3[N:23]=[C:22]([Cl:24])[N:21]=[CH:20][N:19]=3)=[CH:14][CH:15]=2)[CH:10]=[N:9]1)[C:2]1[CH:7]=[CH:6][CH:5]=[CH:4][CH:3]=1.[CH3:25]I.[H-].[Na+]. Product: [CH3:25][N:17]([C:13]1[CH:12]=[C:11]2[C:16](=[CH:15][CH:14]=1)[N:8]([CH2:1][C:2]1[CH:7]=[CH:6][CH:5]=[CH:4][CH:3]=1)[N:9]=[CH:10]2)[C:18]1[N:23]=[C:22]([Cl:24])[N:21]=[CH:20][N:19]=1. The catalyst class is: 3. (5) Reactant: [Cl:1][C:2]1[CH:3]=[CH:4][C:5]([O:19][C:20]([CH3:38])([C:22]2[N:26]([CH3:27])[C:25]([C:28]3[CH:33]=[CH:32][CH:31]=[CH:30][C:29]=3[C:34]([F:37])([F:36])[F:35])=[N:24][N:23]=2)[CH3:21])=[C:6]([CH:18]=1)[C:7]([NH:9][CH2:10][CH:11]1[CH2:15][O:14]C(C)(C)[O:12]1)=[O:8].Cl.O. Product: [Cl:1][C:2]1[CH:3]=[CH:4][C:5]([O:19][C:20]([CH3:38])([C:22]2[N:26]([CH3:27])[C:25]([C:28]3[CH:33]=[CH:32][CH:31]=[CH:30][C:29]=3[C:34]([F:36])([F:37])[F:35])=[N:24][N:23]=2)[CH3:21])=[C:6]([CH:18]=1)[C:7]([NH:9][CH2:10][CH:11]([OH:12])[CH2:15][OH:14])=[O:8]. The catalyst class is: 1.